This data is from Forward reaction prediction with 1.9M reactions from USPTO patents (1976-2016). The task is: Predict the product of the given reaction. (1) Given the reactants [NH2:1][C:2]1[CH:3]=[N:4][C:5]2[C:10]([C:11]=1[NH:12][CH2:13][C:14]1([OH:19])[CH2:18][CH2:17][CH2:16][CH2:15]1)=[CH:9][CH:8]=[CH:7][CH:6]=2.C(N(CC)CC)C.[CH2:27]([O:29][CH2:30][C:31](Cl)=O)[CH3:28].C(#N)C, predict the reaction product. The product is: [CH2:27]([O:29][CH2:30][C:31]1[N:12]([CH2:13][C:14]2([OH:19])[CH2:18][CH2:17][CH2:16][CH2:15]2)[C:11]2[C:10]3[CH:9]=[CH:8][CH:7]=[CH:6][C:5]=3[N:4]=[CH:3][C:2]=2[N:1]=1)[CH3:28]. (2) Given the reactants Br[C:2]1[CH:11]=[C:10]2[C:5]([CH:6]=[C:7]([CH3:30])[C:8]([CH:19]([O:25][C:26]([CH3:29])([CH3:28])[CH3:27])[C:20]([O:22]CC)=[O:21])=[C:9]2[C:12]2[CH:17]=[CH:16][C:15]([Cl:18])=[CH:14][CH:13]=2)=[CH:4][CH:3]=1.[N:31]1[CH:36]=[CH:35][C:34]([C:37]([OH:41])([C:39]#[CH:40])[CH3:38])=[CH:33][CH:32]=1, predict the reaction product. The product is: [C:26]([O:25][C@@H:19]([C:8]1[C:7]([CH3:30])=[CH:6][C:5]2[C:10](=[CH:11][C:2]([C:40]#[C:39][C:37]([OH:41])([C:34]3[CH:35]=[CH:36][N:31]=[CH:32][CH:33]=3)[CH3:38])=[CH:3][CH:4]=2)[C:9]=1[C:12]1[CH:17]=[CH:16][C:15]([Cl:18])=[CH:14][CH:13]=1)[C:20]([OH:22])=[O:21])([CH3:29])([CH3:27])[CH3:28]. (3) Given the reactants Br[C:2]1[C:6]2[C:7](=[O:11])[NH:8][CH:9]=[CH:10][C:5]=2[O:4][CH:3]=1.[N:12]1[CH:17]=[CH:16][C:15](B(O)O)=[CH:14][CH:13]=1.C([O-])([O-])=O.[Na+].[Na+].Cl, predict the reaction product. The product is: [N:12]1[CH:17]=[CH:16][C:15]([C:2]2[C:6]3[C:7](=[O:11])[NH:8][CH:9]=[CH:10][C:5]=3[O:4][CH:3]=2)=[CH:14][CH:13]=1. (4) Given the reactants [CH2:1]([C@@H:5]1[NH:10][CH2:9][C@H:8]([CH:11]([CH3:13])[CH3:12])[NH:7][C:6]1=[O:14])[CH:2]([CH3:4])[CH3:3].[F:15][C:16]1[CH:17]=[C:18]([C@@H:23]2[CH2:25][C@H:24]2[C:26](O)=[O:27])[CH:19]=[CH:20][C:21]=1[F:22].C([C@@H]1N(C([C@@H]2C[C@H]2C2C=CC=CC=2)=O)C[C@H](CC(C)C)NC1=O)C(C)C, predict the reaction product. The product is: [F:15][C:16]1[CH:17]=[C:18]([C@@H:23]2[CH2:25][C@H:24]2[C:26]([N:10]2[CH2:9][C@H:8]([CH:11]([CH3:13])[CH3:12])[NH:7][C:6](=[O:14])[C@@H:5]2[CH2:1][CH:2]([CH3:4])[CH3:3])=[O:27])[CH:19]=[CH:20][C:21]=1[F:22]. (5) Given the reactants Cl[C:2]1[N:7]=[C:6]([NH:8][C:9]2[CH:14]=[CH:13][CH:12]=[C:11]([O:15]C3CCCCO3)[CH:10]=2)[C:5]([Cl:22])=[CH:4][N:3]=1.[NH2:23][C:24]1[CH:25]=[C:26]([CH:29]=[CH:30][CH:31]=1)[CH2:27][OH:28], predict the reaction product. The product is: [Cl:22][C:5]1[C:6]([NH:8][C:9]2[CH:10]=[C:11]([OH:15])[CH:12]=[CH:13][CH:14]=2)=[N:7][C:2]([NH:23][C:24]2[CH:31]=[CH:30][CH:29]=[C:26]([CH2:27][OH:28])[CH:25]=2)=[N:3][CH:4]=1. (6) Given the reactants C[O:2][C:3](=[O:15])[CH2:4][O:5][C:6]1[CH:11]=[CH:10][C:9]([Cl:12])=[CH:8][C:7]=1[CH2:13]Br.[C:16]([CH:19]=[CH:20][C:21]1[CH:26]=[CH:25][CH:24]=[CH:23][C:22]=1B(O)O)([OH:18])=[O:17].C([O-])([O-])=O.[Na+].[Na+], predict the reaction product. The product is: [C:3]([CH2:4][O:5][C:6]1[CH:11]=[CH:10][C:9]([Cl:12])=[CH:8][C:7]=1[CH2:13][C:22]1[CH:23]=[CH:24][CH:25]=[CH:26][C:21]=1/[CH:20]=[CH:19]/[C:16]([OH:18])=[O:17])([OH:2])=[O:15].